From a dataset of Forward reaction prediction with 1.9M reactions from USPTO patents (1976-2016). Predict the product of the given reaction. The product is: [C:66]([O:65][C:63]([N:22]([CH2:21][C@H:20]([O:70][Si:71]([C:74]([CH3:77])([CH3:76])[CH3:75])([CH3:72])[CH3:73])[C:12]1[CH:11]=[CH:10][C:9]([OH:8])=[C:18]2[C:13]=1[CH:14]=[CH:15][C:16](=[O:19])[NH:17]2)[CH2:23][CH2:24][CH2:25][CH2:26][CH2:27][O:28][C:29]1[CH:30]=[CH:31][C:32]([C:35]([OH:62])([C:56]2[CH:57]=[CH:58][CH:59]=[CH:60][CH:61]=2)[C:36]([O:38][CH2:39][CH:40]2[CH2:45][CH2:44][NH:43][CH2:42][CH2:41]2)=[O:37])=[CH:33][CH:34]=1)=[O:64])([CH3:69])([CH3:68])[CH3:67]. Given the reactants C([O:8][C:9]1[CH:10]=[CH:11][C:12]([C@@H:20]([O:70][Si:71]([C:74]([CH3:77])([CH3:76])[CH3:75])([CH3:73])[CH3:72])[CH2:21][N:22]([C:63]([O:65][C:66]([CH3:69])([CH3:68])[CH3:67])=[O:64])[CH2:23][CH2:24][CH2:25][CH2:26][CH2:27][O:28][C:29]2[CH:34]=[CH:33][C:32]([C:35]([OH:62])([C:56]3[CH:61]=[CH:60][CH:59]=[CH:58][CH:57]=3)[C:36]([O:38][CH2:39][CH:40]3[CH2:45][CH2:44][N:43](C(OCC4C=CC=CC=4)=O)[CH2:42][CH2:41]3)=[O:37])=[CH:31][CH:30]=2)=[C:13]2[C:18]=1[NH:17][C:16](=[O:19])[CH:15]=[CH:14]2)C1C=CC=CC=1.C(O)=O, predict the reaction product.